Dataset: Reaction yield outcomes from USPTO patents with 853,638 reactions. Task: Predict the reaction yield, written as a fraction of the theoretical maximum amount of product (1.0 means a 100% yield; for example, 0.34 means a 34% yield). (1) The reactants are Br[C:2]1[N:7]=[N:6][C:5]([NH2:8])=[N:4][C:3]=1[C:9]1[CH:14]=[CH:13][CH:12]=[CH:11][CH:10]=1.[C:15]1(B(O)O)[CH:20]=[CH:19][CH:18]=[CH:17][CH:16]=1. No catalyst specified. The product is [C:9]1([C:3]2[N:4]=[C:5]([NH2:8])[N:6]=[N:7][C:2]=2[C:15]2[CH:20]=[CH:19][CH:18]=[CH:17][CH:16]=2)[CH:14]=[CH:13][CH:12]=[CH:11][CH:10]=1. The yield is 0.420. (2) The reactants are [C:1](/[N:3]=[C:4](\SC)/[NH:5][C:6]1[CH:11]=[CH:10][C:9]([S:12]([C:15]([F:18])([F:17])[F:16])(=[O:14])=[O:13])=[CH:8][CH:7]=1)#[N:2].[NH2:21][NH2:22]. The catalyst is C(O)C. The product is [F:17][C:15]([F:16])([F:18])[S:12]([C:9]1[CH:8]=[CH:7][C:6]([NH:5][C:4]2[N:3]=[C:1]([NH2:2])[NH:22][N:21]=2)=[CH:11][CH:10]=1)(=[O:13])=[O:14]. The yield is 0.800.